From a dataset of Reaction yield outcomes from USPTO patents with 853,638 reactions. Predict the reaction yield, written as a fraction of the theoretical maximum amount of product (1.0 means a 100% yield; for example, 0.34 means a 34% yield). (1) The reactants are Cl.[F:2][C:3]1[CH:10]=[CH:9][CH:8]=[C:7]([O:11][CH2:12][CH:13]2[CH2:18][CH2:17][NH:16][CH2:15][CH2:14]2)[C:4]=1[C:5]#[N:6].[Cl:19][C:20]1[CH:21]=[C:22]([CH:25]=[CH:26][C:27]=1[Cl:28])[CH2:23]Cl.C(N(CC)CC)C. No catalyst specified. The product is [Cl:19][C:20]1[CH:21]=[C:22]([CH:25]=[CH:26][C:27]=1[Cl:28])[CH2:23][N:16]1[CH2:17][CH2:18][CH:13]([CH2:12][O:11][C:7]2[CH:8]=[CH:9][CH:10]=[C:3]([F:2])[C:4]=2[C:5]#[N:6])[CH2:14][CH2:15]1. The yield is 0.730. (2) The reactants are C(OC(=O)[NH:7][CH2:8][C:9]1[CH:14]=[CH:13][CH:12]=[C:11]([CH:15]2[CH2:20][CH2:19][N:18]([C:21]([C:23]3[C:31]4[C:26](=[CH:27][N:28]=[CH:29][CH:30]=4)[N:25]([CH2:32][CH2:33][O:34][CH3:35])[CH:24]=3)=[O:22])[CH2:17][CH2:16]2)[CH:10]=1)(C)(C)C.[ClH:37].CCOC(C)=O. No catalyst specified. The product is [ClH:37].[ClH:37].[NH2:7][CH2:8][C:9]1[CH:10]=[C:11]([CH:15]2[CH2:20][CH2:19][N:18]([C:21]([C:23]3[C:31]4[C:26](=[CH:27][N:28]=[CH:29][CH:30]=4)[N:25]([CH2:32][CH2:33][O:34][CH3:35])[CH:24]=3)=[O:22])[CH2:17][CH2:16]2)[CH:12]=[CH:13][CH:14]=1. The yield is 0.980.